This data is from Catalyst prediction with 721,799 reactions and 888 catalyst types from USPTO. The task is: Predict which catalyst facilitates the given reaction. Reactant: C(OC(=O)[N:7]([CH:28]([CH3:30])[CH3:29])[CH2:8][CH2:9][N:10]1[C:19]2[C:14](=[CH:15][C:16]([NH:20][C:21]([C:23]3[S:24][CH:25]=[CH:26][CH:27]=3)=[NH:22])=[CH:17][CH:18]=2)[CH2:13][CH2:12][CH2:11]1)(C)(C)C.Cl. Product: [CH:28]([NH:7][CH2:8][CH2:9][N:10]1[C:19]2[C:14](=[CH:15][C:16]([NH:20][C:21]([C:23]3[S:24][CH:25]=[CH:26][CH:27]=3)=[NH:22])=[CH:17][CH:18]=2)[CH2:13][CH2:12][CH2:11]1)([CH3:30])[CH3:29]. The catalyst class is: 5.